Dataset: Full USPTO retrosynthesis dataset with 1.9M reactions from patents (1976-2016). Task: Predict the reactants needed to synthesize the given product. (1) Given the product [ClH:3].[Cl:3][C:5]([C:8]1[C:16]2[C:11](=[CH:12][CH:13]=[CH:14][CH:15]=2)[N:10]([C:17]2[C:26]3[C:21](=[CH:22][C:23]([O:27][CH3:28])=[CH:24][CH:25]=3)[N:20]=[CH:19][CH:18]=2)[CH:9]=1)=[O:6], predict the reactants needed to synthesize it. The reactants are: S(Cl)([Cl:3])=O.[C:5]([C:8]1[C:16]2[C:11](=[CH:12][CH:13]=[CH:14][CH:15]=2)[N:10]([C:17]2[C:26]3[C:21](=[CH:22][C:23]([O:27][CH3:28])=[CH:24][CH:25]=3)[N:20]=[CH:19][CH:18]=2)[CH:9]=1)(O)=[O:6]. (2) Given the product [CH3:1][O:2][C:3](=[O:17])[C:4]([S:7][C:8]1[CH:13]=[C:12]([CH3:14])[C:11]([O:15][CH2:20][CH2:19][Br:18])=[CH:10][C:9]=1[CH3:16])([CH3:6])[CH3:5], predict the reactants needed to synthesize it. The reactants are: [CH3:1][O:2][C:3](=[O:17])[C:4]([S:7][C:8]1[CH:13]=[C:12]([CH3:14])[C:11]([OH:15])=[CH:10][C:9]=1[CH3:16])([CH3:6])[CH3:5].[Br:18][CH2:19][CH2:20]Br.C(=O)([O-])[O-].[K+].[K+].